The task is: Predict which catalyst facilitates the given reaction.. This data is from Catalyst prediction with 721,799 reactions and 888 catalyst types from USPTO. (1) Reactant: [Cl:1][C:2]1[CH:7]=[CH:6][C:5]([S:8]([C:11]2[C:12]([C:32]#[N:33])=[C:13]([C:21]3[CH:26]=[CH:25][N+:24]([O-])=[C:23]([NH:28][C:29](=[O:31])[CH3:30])[CH:22]=3)[S:14][C:15]=2[C:16]2[NH:20][CH:19]=[N:18][N:17]=2)(=[O:10])=[O:9])=[CH:4][CH:3]=1.[H][H]. Product: [Cl:1][C:2]1[CH:7]=[CH:6][C:5]([S:8]([C:11]2[C:12]([C:32]#[N:33])=[C:13]([C:21]3[CH:26]=[CH:25][N:24]=[C:23]([NH:28][C:29](=[O:31])[CH3:30])[CH:22]=3)[S:14][C:15]=2[C:16]2[NH:20][CH:19]=[N:18][N:17]=2)(=[O:9])=[O:10])=[CH:4][CH:3]=1. The catalyst class is: 19. (2) Reactant: [Br:1][C:2]1[CH:3]=[C:4]2[C:8](=[CH:9][CH:10]=1)[C:7](=O)[CH:6]([C:12]([O:14][CH2:15][CH3:16])=[O:13])[CH2:5]2.[SiH](CC)(CC)CC. Product: [Br:1][C:2]1[CH:3]=[C:4]2[C:8](=[CH:9][CH:10]=1)[CH2:7][CH:6]([C:12]([O:14][CH2:15][CH3:16])=[O:13])[CH2:5]2. The catalyst class is: 67.